From a dataset of Catalyst prediction with 721,799 reactions and 888 catalyst types from USPTO. Predict which catalyst facilitates the given reaction. (1) The catalyst class is: 1. Product: [CH2:1]([N:8]1[CH2:9][CH:10]([CH2:21][O:22][Si:23]([C:26]([CH3:29])([CH3:28])[CH3:27])([CH3:25])[CH3:24])[CH:11]([C:13]2[CH:18]=[CH:17][C:16]([F:19])=[C:15]([Cl:20])[CH:14]=2)[O:12][CH2:38][C:39]1=[O:40])[C:2]1[CH:3]=[CH:4][CH:5]=[CH:6][CH:7]=1. Reactant: [CH2:1]([NH:8][CH2:9][CH:10]([CH2:21][O:22][Si:23]([C:26]([CH3:29])([CH3:28])[CH3:27])([CH3:25])[CH3:24])[CH:11]([C:13]1[CH:18]=[CH:17][C:16]([F:19])=[C:15]([Cl:20])[CH:14]=1)[OH:12])[C:2]1[CH:7]=[CH:6][CH:5]=[CH:4][CH:3]=1.C(N(CC)CC)C.Cl[CH2:38][C:39](Cl)=[O:40]. (2) Reactant: [CH3:1][O:2][C:3]1[CH:4]=[C:5]([C:11]2[CH:15]=[C:14]([CH:16](C)[CH2:17][CH:18]=O)[O:13][N:12]=2)[CH:6]=[CH:7][C:8]=1[O:9][CH3:10].[CH3:21][C:22]1[CH:27]=[CH:26][CH:25]=[CH:24][C:23]=1[N:28]1[CH2:33][CH2:32]C[CH2:30][CH2:29]1.Cl.[CH:35]([N:38](C(C)C)CC)(C)C.[BH-](OC(C)=O)(OC(C)=O)OC(C)=O.[Na+]. Product: [CH3:10][O:9][C:8]1[CH:7]=[CH:6][C:5]([C:11]2[CH:15]=[C:14]([CH2:16][CH2:17][CH2:18][CH2:35][N:38]3[CH2:32][CH2:33][N:28]([C:23]4[CH:24]=[CH:25][CH:26]=[CH:27][C:22]=4[CH3:21])[CH2:29][CH2:30]3)[O:13][N:12]=2)=[CH:4][C:3]=1[O:2][CH3:1]. The catalyst class is: 2.